Dataset: NCI-60 drug combinations with 297,098 pairs across 59 cell lines. Task: Regression. Given two drug SMILES strings and cell line genomic features, predict the synergy score measuring deviation from expected non-interaction effect. (1) Drug 1: CS(=O)(=O)CCNCC1=CC=C(O1)C2=CC3=C(C=C2)N=CN=C3NC4=CC(=C(C=C4)OCC5=CC(=CC=C5)F)Cl. Drug 2: CC1=C(N=C(N=C1N)C(CC(=O)N)NCC(C(=O)N)N)C(=O)NC(C(C2=CN=CN2)OC3C(C(C(C(O3)CO)O)O)OC4C(C(C(C(O4)CO)O)OC(=O)N)O)C(=O)NC(C)C(C(C)C(=O)NC(C(C)O)C(=O)NCCC5=NC(=CS5)C6=NC(=CS6)C(=O)NCCC[S+](C)C)O. Cell line: MALME-3M. Synergy scores: CSS=7.05, Synergy_ZIP=-1.44, Synergy_Bliss=1.12, Synergy_Loewe=-5.53, Synergy_HSA=-1.76. (2) Drug 1: CN1CCC(CC1)COC2=C(C=C3C(=C2)N=CN=C3NC4=C(C=C(C=C4)Br)F)OC. Drug 2: C1=CC(=CC=C1CCC2=CNC3=C2C(=O)NC(=N3)N)C(=O)NC(CCC(=O)O)C(=O)O. Cell line: PC-3. Synergy scores: CSS=52.3, Synergy_ZIP=-3.12, Synergy_Bliss=-4.93, Synergy_Loewe=-15.2, Synergy_HSA=-2.44. (3) Drug 1: CC1C(C(CC(O1)OC2CC(CC3=C2C(=C4C(=C3O)C(=O)C5=C(C4=O)C(=CC=C5)OC)O)(C(=O)CO)O)N)O.Cl. Drug 2: COC1=C(C=C2C(=C1)N=CN=C2NC3=CC(=C(C=C3)F)Cl)OCCCN4CCOCC4. Cell line: ACHN. Synergy scores: CSS=22.9, Synergy_ZIP=-11.1, Synergy_Bliss=-3.27, Synergy_Loewe=-10.1, Synergy_HSA=0.649. (4) Drug 1: C1=C(C(=O)NC(=O)N1)N(CCCl)CCCl. Drug 2: CC12CCC3C(C1CCC2O)C(CC4=C3C=CC(=C4)O)CCCCCCCCCS(=O)CCCC(C(F)(F)F)(F)F. Cell line: OVCAR-4. Synergy scores: CSS=-0.491, Synergy_ZIP=-1.49, Synergy_Bliss=-3.46, Synergy_Loewe=-3.43, Synergy_HSA=-3.25. (5) Drug 1: C1CCC(CC1)NC(=O)N(CCCl)N=O. Drug 2: CN(C(=O)NC(C=O)C(C(C(CO)O)O)O)N=O. Cell line: CAKI-1. Synergy scores: CSS=15.2, Synergy_ZIP=-8.16, Synergy_Bliss=-7.94, Synergy_Loewe=-23.9, Synergy_HSA=-6.82. (6) Cell line: NCI/ADR-RES. Drug 1: CCC1=CC2CC(C3=C(CN(C2)C1)C4=CC=CC=C4N3)(C5=C(C=C6C(=C5)C78CCN9C7C(C=CC9)(C(C(C8N6C)(C(=O)OC)O)OC(=O)C)CC)OC)C(=O)OC.C(C(C(=O)O)O)(C(=O)O)O. Synergy scores: CSS=7.08, Synergy_ZIP=-3.95, Synergy_Bliss=-2.19, Synergy_Loewe=-1.42, Synergy_HSA=-0.766. Drug 2: C1CN(CCN1C(=O)CCBr)C(=O)CCBr.